The task is: Regression. Given a peptide amino acid sequence and an MHC pseudo amino acid sequence, predict their binding affinity value. This is MHC class I binding data.. This data is from Peptide-MHC class I binding affinity with 185,985 pairs from IEDB/IMGT. (1) The peptide sequence is KVFPYALINK. The MHC is HLA-A02:06 with pseudo-sequence HLA-A02:06. The binding affinity (normalized) is 0.384. (2) The peptide sequence is HQKKNEISF. The MHC is HLA-A02:01 with pseudo-sequence HLA-A02:01. The binding affinity (normalized) is 0. (3) The binding affinity (normalized) is 0.255. The MHC is Mamu-B1001 with pseudo-sequence Mamu-B1001. The peptide sequence is KRLRLIHLL. (4) The peptide sequence is KYPNLNDLK. The MHC is HLA-A23:01 with pseudo-sequence HLA-A23:01. The binding affinity (normalized) is 0.130.